From a dataset of Full USPTO retrosynthesis dataset with 1.9M reactions from patents (1976-2016). Predict the reactants needed to synthesize the given product. Given the product [Br:1][C:2]1[C:3]([F:20])=[C:4]([CH:5]2[C:6]3([C:10]4=[N:11][CH:12]=[C:13]([Cl:15])[CH:14]=[C:9]4[NH:8][C:7]3=[O:16])[CH:26]([CH2:25][C:24]([CH3:48])([CH3:47])[CH3:23])[NH:27][CH:28]2[C:29]([NH:31][C:32]2[CH:44]=[CH:43][C:35]([O:36][CH2:37][CH2:38][OH:39])=[CH:34][C:33]=2[O:45][CH3:46])=[O:30])[CH:17]=[CH:18][CH:19]=1, predict the reactants needed to synthesize it. The reactants are: [Br:1][C:2]1[C:3]([F:20])=[C:4]([CH:17]=[CH:18][CH:19]=1)/[CH:5]=[C:6]1\[C:7](=[O:16])[NH:8][C:9]2[C:10]\1=[N:11][CH:12]=[C:13]([Cl:15])[CH:14]=2.[Li+].[OH-].[CH3:23][C:24]([CH3:48])([CH3:47])[CH2:25]/[CH:26]=[N:27]/[CH2:28][C:29]([NH:31][C:32]1[CH:44]=[CH:43][C:35]([O:36][CH2:37][CH2:38][O:39]C(=O)C)=[CH:34][C:33]=1[O:45][CH3:46])=[O:30].[OH-].[Na+].